The task is: Predict the product of the given reaction.. This data is from Forward reaction prediction with 1.9M reactions from USPTO patents (1976-2016). (1) Given the reactants [CH3:1][C:2]1[O:6][C:5]([C:7]2[CH:12]=[CH:11][CH:10]=[CH:9][CH:8]=2)=[N:4][C:3]=1[CH2:13][O:14][C:15]1[CH:38]=[CH:37][C:18]([CH2:19][C:20]2[NH:21][C:22]([CH2:31][CH2:32][C:33]([O:35]C)=[O:34])=[C:23]([C:25]3[CH:30]=[CH:29][CH:28]=[CH:27][CH:26]=3)[N:24]=2)=[CH:17][CH:16]=1.O.[OH-].[Li+].O1CCCC1.Cl, predict the reaction product. The product is: [CH3:1][C:2]1[O:6][C:5]([C:7]2[CH:8]=[CH:9][CH:10]=[CH:11][CH:12]=2)=[N:4][C:3]=1[CH2:13][O:14][C:15]1[CH:16]=[CH:17][C:18]([CH2:19][C:20]2[NH:21][C:22]([CH2:31][CH2:32][C:33]([OH:35])=[O:34])=[C:23]([C:25]3[CH:26]=[CH:27][CH:28]=[CH:29][CH:30]=3)[N:24]=2)=[CH:37][CH:38]=1. (2) The product is: [F:8][C:6]1[CH:5]=[C:4]([C:9]2[C:17]3[C:12](=[CH:13][CH:14]=[C:15]([O:18][CH2:19][CH2:20][N:21]4[CH2:26][CH2:25][N:44]([S:41]([CH3:40])(=[O:43])=[O:42])[CH2:23][CH2:22]4)[CH:16]=3)[C:11](=[O:27])[C:10]=2[C:28]2[CH:29]=[N:30][CH:31]=[CH:32][CH:33]=2)[CH:3]=[C:2]([F:1])[CH:7]=1. Given the reactants [F:1][C:2]1[CH:3]=[C:4]([C:9]2[C:17]3[C:12](=[CH:13][CH:14]=[C:15]([O:18][CH2:19][CH2:20][N:21]4[CH2:26][CH2:25]O[CH2:23][CH2:22]4)[CH:16]=3)[C:11](=[O:27])[C:10]=2[C:28]2[CH:29]=[N:30][CH:31]=[CH:32][CH:33]=2)[CH:5]=[C:6]([F:8])[CH:7]=1.C([O-])([O-])=O.[K+].[K+].[CH3:40][S:41]([N:44]1CCN(CCOS(C)(=O)=O)CC1)(=[O:43])=[O:42], predict the reaction product. (3) Given the reactants [Br:1][C:2]1[CH:7]=[C:6]([N+:8]([O-])=O)[C:5]([OH:11])=[C:4]([CH3:12])[CH:3]=1, predict the reaction product. The product is: [BrH:1].[NH2:8][C:6]1[CH:7]=[CH:2][CH:3]=[C:4]([CH3:12])[C:5]=1[OH:11]. (4) Given the reactants C(OC(=O)[NH:7][CH2:8][C:9]1[CH:36]=[CH:35][C:12]2[N:13]([CH2:30][CH2:31][CH2:32][CH2:33][OH:34])[C:14]([CH2:16][N:17]3[C:26]4[C:21](=[CH:22][CH:23]=[CH:24][CH:25]=4)[C:20]([O:27][CH3:28])=[CH:19][C:18]3=[O:29])=[N:15][C:11]=2[CH:10]=1)(C)(C)C.C(O)(C(F)(F)F)=O.C(Cl)(=O)C, predict the reaction product. The product is: [NH2:7][CH2:8][C:9]1[CH:36]=[CH:35][C:12]2[N:13]([CH2:30][CH2:31][CH2:32][CH2:33][OH:34])[C:14]([CH2:16][N:17]3[C:26]4[C:21](=[CH:22][CH:23]=[CH:24][CH:25]=4)[C:20]([O:27][CH3:28])=[CH:19][C:18]3=[O:29])=[N:15][C:11]=2[CH:10]=1.